From a dataset of Blood-brain barrier penetration binary classification data from Martins et al.. Regression/Classification. Given a drug SMILES string, predict its absorption, distribution, metabolism, or excretion properties. Task type varies by dataset: regression for continuous measurements (e.g., permeability, clearance, half-life) or binary classification for categorical outcomes (e.g., BBB penetration, CYP inhibition). Dataset: bbb_martins. The drug is C=CCONC1=Nc2ccc(Cl)cc2C(c2ccccc2Cl)=NC1. The result is 1 (penetrates BBB).